From a dataset of Full USPTO retrosynthesis dataset with 1.9M reactions from patents (1976-2016). Predict the reactants needed to synthesize the given product. (1) Given the product [Cl:1][C:2]1[CH:3]=[C:4]2[C:8](=[CH:9][CH:10]=1)[NH:7][C:6]([CH:15]([C:33]1[CH:38]=[CH:37][CH:36]=[CH:35][CH:34]=1)[NH:16][C:17](=[O:32])[C:18]1[CH:23]=[CH:22][C:21]([C:24]([N:26]3[CH2:30][CH2:29][CH2:28][CH2:27]3)=[O:25])=[C:20]([CH3:31])[CH:19]=1)=[CH:5]2, predict the reactants needed to synthesize it. The reactants are: [Cl:1][C:2]1[CH:3]=[C:4]2[C:8](=[CH:9][CH:10]=1)[N:7](S(C)(=O)=O)[C:6]([CH:15]([C:33]1[CH:38]=[CH:37][CH:36]=[CH:35][CH:34]=1)[NH:16][C:17](=[O:32])[C:18]1[CH:23]=[CH:22][C:21]([C:24]([N:26]3[CH2:30][CH2:29][CH2:28][CH2:27]3)=[O:25])=[C:20]([CH3:31])[CH:19]=1)=[CH:5]2.CC1C=C(C=CC=1C(N1CCCC1)=O)C(O)=O. (2) Given the product [N+:1]([C:4]1[CH:5]=[C:6]([S:10]([N:13]2[CH2:18][CH2:17][CH2:16][CH2:15][CH:14]2[C:19]([O:21][CH2:37][CH2:32][CH2:33][C:34]2[CH:29]=[N:30][CH:31]=[CH:36][CH:35]=2)=[O:20])(=[O:11])=[O:12])[CH:7]=[CH:8][CH:9]=1)([O-:3])=[O:2], predict the reactants needed to synthesize it. The reactants are: [N+:1]([C:4]1[CH:5]=[C:6]([S:10]([N:13]2[CH2:18][CH2:17][CH2:16][CH2:15][CH:14]2[C:19]([OH:21])=[O:20])(=[O:12])=[O:11])[CH:7]=[CH:8][CH:9]=1)([O-:3])=[O:2].C1CCC(N=[C:29]=[N:30][CH:31]2[CH2:36][CH2:35][CH2:34][CH2:33][CH2:32]2)CC1.[CH2:37](Cl)Cl. (3) Given the product [F:19][C:20]1[CH:21]=[C:22]([CH2:29][CH2:30][N:15]2[CH2:16][CH2:17][N:12]([CH2:11][CH2:10][C:7]3[CH:8]=[CH:9][C:4]([N+:1]([O-:3])=[O:2])=[CH:5][CH:6]=3)[C:13](=[O:18])[CH2:14]2)[CH:23]=[CH:24][C:25]=1[N+:26]([O-:28])=[O:27], predict the reactants needed to synthesize it. The reactants are: [N+:1]([C:4]1[CH:9]=[CH:8][C:7]([CH2:10][CH2:11][N:12]2[CH2:17][CH2:16][NH:15][CH2:14][C:13]2=[O:18])=[CH:6][CH:5]=1)([O-:3])=[O:2].[F:19][C:20]1[CH:21]=[C:22]([CH2:29][CH:30]=O)[CH:23]=[CH:24][C:25]=1[N+:26]([O-:28])=[O:27].